This data is from Human Reference Interactome with 51,813 positive PPI pairs across 8,248 proteins, plus equal number of experimentally-validated negative pairs. The task is: Binary Classification. Given two protein amino acid sequences, predict whether they physically interact or not. (1) Protein 1 (ENSG00000171970) has sequence MDSVVFEDVAVDFTLEEWALLDSAQRDLYRDVMLETFRNLASVDDGTQFKANGSVSLQDMYGQEKSKEQTIPNFTGNNSCAYTLEKNCEGYGTEDHHKNLRNHMVDRFCTHNEGNQYGEAIHQMPDLTLHKKVSAGEKPYECTKCRTVFTHLSSLKRHVKSHCGRKAPPGEECKQACICPSHLHSHGRTDTEEKPYKCQACGQTFQHPRYLSHHVKTHTAEKTYKCEQCRMAFNGFASFTRHVRTHTKDRPYKCQECGRAFIYPSTFQRHMTTHTGEKPYKCQHCGKAFTYPQAFQRHEK.... Protein 2 (ENSG00000124882) has sequence MTAGRRMEMLCAGRVPALLLCLGFHLLQAVLSTTVIPSCIPGESSDNCTALVQTEDNPRVAQVSITKCSSDMNGYCLHGQCIYLVDMSQNYCRCEVGYTGVRCEHFFLTVHQPLSKEYVALTVILIILFLITVVGSTYYFCRWYRNRKSKEPKKEYERVTSGDPELPQV*. Result: 0 (the proteins do not interact). (2) Protein 1 (ENSG00000188938) has sequence MGKTKDIGDDDTVASEFWSGALSQPSSVPTRPRTPNRDSWRRAWAARGLHPRPSILQPGPARLSRARAGGTRCPQRRHGRATFCALGRGIGVRRGPGPRPARIPGLTLTWKRMSARRMQWAMQTGGRNQTFGGGVPLFWTWLTICCAVWRSLPCRLTHSCSRAFSSAPLKKTKSSMLPPKQALASAARNLCRGAGCNRQAVAGQLLPSTWSLHAHGLAKEAPILPVKKISRSCSVNNKVSKKTTKPPTLRSFLSPI*MQFRGRNLCRGAGCNRQAVAGQLLPSTWSLHAHGLAKEAPILP.... Protein 2 (ENSG00000248746) has sequence MMMVMQPEGLGAGEGRFAGGGGGGEYMEQEEDWDRDLLLDPAWEKQQRKTFTAWCNSHLRKAGTQIENIEEDFRNGLKLMLLLEVISGERLPRPDKGKMRFHKIANVNKALDFIASKGVKLVSIGAEEIVDGNLKMTLGMIWTIILRFAIQDISVEETSAKEGLLLWCQRKTAPYRNVNVQNFHTSWKDGLALCALIHRHRPDLIDYAKLRKDDPIGNLNTAFEVAEKYLDIPKMLDAEDIVNTPKPDEKAIMTYVSCFYHAFAGAEQAETAANRICKVLAVNQENEKLMEEYEKLASEL.... Result: 0 (the proteins do not interact). (3) Protein 1 (ENSG00000122862) has sequence MMQKLLKCSRLVLALALILVLESSVQGYPTRRARYQWVRCNPDSNSANCLEEKGPMFELLPGESNKIPRLRTDLFPKTRIQDLNRIFPLSEDYSGSGFGSGSGSGSGSGSGFLTEMEQDYQLVDESDAFHDNLRSLDRNLPSDSQDLGQHGLEEDFML*. Protein 2 (ENSG00000076201) has sequence MEAVPRMPMIWLDLKEAGDFHFQPAVKKFVLKNYGENPEAYNEELKKLELLRQNAVRVPRDFEGCSVLRKYLGQLHYLQSRVPMGSGQEAAVPVTWTEIFSGKSVAHEDIKYEQACILYNLGALHSMLGAMDKRVSEEGMKVSCTHFQCAAGAFAYLREHFPQAYSVDMSRQILTLNVNLMLGQAQECLLEKSMLDNRKSFLVARISAQVVDYYKEACRALENPDTASLLGRIQKDWKKLVQMKIYYFAAVAHLHMGKQAEEQQKFGERVAYFQSALDKLNEAIKLAKGQPDTVQDALRF.... Result: 0 (the proteins do not interact). (4) Result: 0 (the proteins do not interact). Protein 1 (ENSG00000165629) has sequence MFSRAGVAGLSAWTLQPQWIQVRNMATLKDITRRLKSIKNIQKITKSMKMVAAAKYARAERELKPARIYGLGSLALYEKADIKGPEDKKKHLLIGVSSDRGLCGAIHSSIAKQMKSEVATLTAAGKEVMLVGIGDKIRGILYRTHSDQFLVAFKEVGRKPPTFGDASVIALELLNSGYEFDEGSIIFNKFRSVISYKTEEKPIFSLNTVASADSMSIYDDIDADVLQNYQEYNLANIIYYSLKESTTSEQSARMTAMDNASKNASEMIDKLTLTFNRTRQAVITKELIEIISGAAAL*MF.... Protein 2 (ENSG00000050820) has sequence MNHLNVLAKALYDNVAESPDELSFRKGDIMTVLEQDTQGLDGWWLCSLHGRQGIVPGNRLKILVGMYDKKPAGPGPGPPATPAQPQPGLHAPAPPASQYTPMLPNTYQPQPDSVYLVPTPSKAQQGLYQVPGPSPQFQSPPAKQTSTFSKQTPHHPFPSPATDLYQVPPGPGGPAQDIYQVPPSAGMGHDIYQVPPSMDTRSWEGTKPPAKVVVPTRVGQGYVYEAAQPEQDEYDIPRHLLAPGPQDIYDVPPVRGLLPSQYGQEVYDTPPMAVKGPNGRDPLLEVYDVPPSVEKGLPPS....